Predict the reaction yield, written as a fraction of the theoretical maximum amount of product (1.0 means a 100% yield; for example, 0.34 means a 34% yield). From a dataset of Reaction yield outcomes from USPTO patents with 853,638 reactions. (1) The reactants are [CH:1]1([O:6][C:7]2[CH:8]=[C:9]([CH:12]=[CH:13][C:14]=2[O:15][CH3:16])[CH:10]=O)[CH2:5][CH2:4][CH2:3][CH2:2]1.[NH2:17]C1C=NC(Br)=CN=1.C(O[BH-](OC(=O)C)OC(=O)C)(=O)C.[Na+].C(O)(=O)C. The catalyst is ClCCl.C(OCC)(=O)C. The product is [CH:1]1([O:6][C:7]2[CH:8]=[C:9]([CH:12]=[CH:13][C:14]=2[O:15][CH3:16])[CH2:10][NH2:17])[CH2:5][CH2:4][CH2:3][CH2:2]1. The yield is 0.610. (2) The reactants are [CH2:1]([O:8][C:9]([NH:11][C:12]1[C:21]2[C:16](=[CH:17][CH:18]=[CH:19][CH:20]=2)[C:15]([CH2:22][C:23](O)=[O:24])=[C:14]([N+:26]([O-:28])=[O:27])[CH:13]=1)=[O:10])[C:2]1[CH:7]=[CH:6][CH:5]=[CH:4][CH:3]=1.[NH4+].[Cl-]. The catalyst is C1COCC1. The product is [CH2:1]([O:8][C:9]([NH:11][C:12]1[C:21]2[C:16](=[CH:17][CH:18]=[CH:19][CH:20]=2)[C:15]([CH2:22][CH2:23][OH:24])=[C:14]([N+:26]([O-:28])=[O:27])[CH:13]=1)=[O:10])[C:2]1[CH:7]=[CH:6][CH:5]=[CH:4][CH:3]=1. The yield is 0.530. (3) The reactants are FC(F)(F)S(O[C:7]1[C:12]([N+:13]([O-:15])=[O:14])=[CH:11][C:10]([CH:16]=[O:17])=[CH:9][C:8]=1[O:18][CH2:19][CH3:20])(=O)=O.[I-:23].[Na+].CCOC(C)=O. The catalyst is CS(C)=O. The product is [CH2:19]([O:18][C:8]1[CH:9]=[C:10]([CH:11]=[C:12]([N+:13]([O-:15])=[O:14])[C:7]=1[I:23])[CH:16]=[O:17])[CH3:20]. The yield is 0.910. (4) The reactants are F[C:2]1[N:7]2[CH:8]=[C:9]([CH2:11][N:12]3[C@H:25]4[C@H:16]([CH2:17][CH2:18][C:19]5[C:24]4=[N:23][CH:22]=[CH:21][CH:20]=5)[CH2:15][CH2:14][CH2:13]3)[N:10]=[C:6]2[CH:5]=[CH:4][CH:3]=1.[NH:26]1[CH2:30][CH2:29][C@H:28]([NH:31]C(=O)OC(C)(C)C)[CH2:27]1.FC(F)(F)C(O)=O. The catalyst is C(O)C. The product is [N:12]1([CH2:11][C:9]2[N:10]=[C:6]3[CH:5]=[CH:4][CH:3]=[C:2]([N:26]4[CH2:30][CH2:29][C@H:28]([NH2:31])[CH2:27]4)[N:7]3[CH:8]=2)[C@H:25]2[C@H:16]([CH2:17][CH2:18][C:19]3[C:24]2=[N:23][CH:22]=[CH:21][CH:20]=3)[CH2:15][CH2:14][CH2:13]1. The yield is 0.260. (5) The reactants are [NH2:1][C:2]1[N:11]=[CH:10][C:9]2[C:8](SC)=[N:7][CH:6]=[N:5][C:4]=2[CH:3]=1.[Br:14][C:15]1[CH:22]=[CH:21][C:18]([CH2:19][NH2:20])=[CH:17][CH:16]=1. No catalyst specified. The product is [NH2:1][C:2]1[N:11]=[CH:10][C:9]2[C:8]([NH:20][CH2:19][C:18]3[CH:21]=[CH:22][C:15]([Br:14])=[CH:16][CH:17]=3)=[N:7][CH:6]=[N:5][C:4]=2[CH:3]=1. The yield is 0.480.